Dataset: Forward reaction prediction with 1.9M reactions from USPTO patents (1976-2016). Task: Predict the product of the given reaction. (1) Given the reactants [CH3:1][C:2]1[N:7]=[C:6]([CH:8]2[CH2:10][CH2:9]2)[C:5]([C:11]([O:13]C)=[O:12])=[CH:4][N:3]=1.C1(C2C(C(O)=O)=CN=C(N3CCOCC3)N=2)CC1, predict the reaction product. The product is: [CH3:1][C:2]1[N:7]=[C:6]([CH:8]2[CH2:9][CH2:10]2)[C:5]([C:11]([OH:13])=[O:12])=[CH:4][N:3]=1. (2) Given the reactants [N+:1]([C:4]1[C:5]([NH2:14])=[N:6][CH:7]=[C:8]([C:10]([F:13])([F:12])[F:11])[CH:9]=1)([O-])=O.C([O-])(O)=O.[Na+], predict the reaction product. The product is: [F:13][C:10]([F:11])([F:12])[C:8]1[CH:9]=[C:4]([NH2:1])[C:5]([NH2:14])=[N:6][CH:7]=1. (3) Given the reactants [C:9](O[C:9]([O:11][C:12]([CH3:15])([CH3:14])[CH3:13])=[O:10])([O:11][C:12]([CH3:15])([CH3:14])[CH3:13])=[O:10].[CH3:16][O:17][C:18]1[CH:19]=[C:20]([N:24]2[CH2:29][CH2:28][NH:27][CH2:26][CH2:25]2)[CH:21]=[CH:22][CH:23]=1.C(N(CC)CC)C, predict the reaction product. The product is: [CH3:16][O:17][C:18]1[CH:19]=[C:20]([N:24]2[CH2:29][CH2:28][N:27]([C:9]([O:11][C:12]([CH3:13])([CH3:14])[CH3:15])=[O:10])[CH2:26][CH2:25]2)[CH:21]=[CH:22][CH:23]=1. (4) Given the reactants [Cl:1][C:2]1[CH:3]=[C:4]([C:8]#[C:9][C:10]2[NH:11][O:12][CH:13]3[NH:17][CH2:16][CH2:15][C:14]=23)[CH:5]=[CH:6][CH:7]=1.[CH3:18][N:19]1[CH2:24][CH2:23][CH:22]([C:25](O)=[O:26])[CH2:21][CH2:20]1.CCN(C(C)C)C(C)C.CN(C(ON1N=NC2C=CC=NC1=2)=[N+](C)C)C.F[P-](F)(F)(F)(F)F.C(=O)(O)[O-].[Na+], predict the reaction product. The product is: [Cl:1][C:2]1[CH:3]=[C:4]([C:8]#[C:9][C:10]2[CH:14]3[CH2:15][CH2:16][N:17]([C:25]([CH:22]4[CH2:23][CH2:24][N:19]([CH3:18])[CH2:20][CH2:21]4)=[O:26])[CH:13]3[O:12][N:11]=2)[CH:5]=[CH:6][CH:7]=1. (5) The product is: [Br:1][C:2]1[CH:11]=[CH:10][CH:9]=[C:4]2[C:3]=1[CH2:12][N:15]([CH2:16][CH2:17][CH2:18][CH2:19][CH2:20][C:21]([O:23][CH3:24])=[O:22])[C:5]2=[O:7]. Given the reactants [Br:1][C:2]1[C:3]([CH2:12]Br)=[C:4]([CH:9]=[CH:10][CH:11]=1)[C:5]([O:7]C)=O.Cl.[NH2:15][CH2:16][CH2:17][CH2:18][CH2:19][CH2:20][C:21]([O:23][CH3:24])=[O:22].C(N(CC)CC)C, predict the reaction product. (6) Given the reactants [OH:1][CH2:2][C:3]1[CH:8]=[CH:7][N:6]=[C:5]([C:9]([O:11][CH2:12][CH3:13])=[O:10])[CH:4]=1.[F:14][C:15]1[CH:20]=[CH:19][CH:18]=[CH:17][C:16]=1O.C(OC(N1CCCC(COC2C=CC=CC=2Cl)C1)=O)(C)(C)C, predict the reaction product. The product is: [F:14][C:15]1[CH:20]=[CH:19][CH:18]=[CH:17][C:16]=1[O:1][CH2:2][C:3]1[CH:8]=[CH:7][N:6]=[C:5]([C:9]([O:11][CH2:12][CH3:13])=[O:10])[CH:4]=1. (7) Given the reactants [OH:1][CH2:2][CH2:3][CH2:4][CH2:5][CH2:6][CH2:7][O:8][C:9]1[CH:14]=[CH:13][N:12]=[C:11]([CH2:15]O)[C:10]=1[CH3:17].S(Cl)([Cl:20])=O.C(=O)([O-])[O-].[Na+].[Na+], predict the reaction product. The product is: [OH:1][CH2:2][CH2:3][CH2:4][CH2:5][CH2:6][CH2:7][O:8][C:9]1[CH:14]=[CH:13][N:12]=[C:11]([CH2:15][Cl:20])[C:10]=1[CH3:17]. (8) Given the reactants [N:1]([CH2:4][CH2:5][C:6]1[CH:7]=[C:8]([C:12]2[N:16]=[CH:15][N:14]([C:17]3[CH:22]=[CH:21][C:20]([O:23][C:24]([F:27])([F:26])[F:25])=[CH:19][CH:18]=3)[N:13]=2)[CH:9]=[CH:10][CH:11]=1)=[C:2]=[O:3].[CH2:28]([C:30]1[CH:35]=[CH:34][CH:33]=[CH:32][C:31]=1[NH:36][C:37]([NH2:39])=[S:38])[CH3:29], predict the reaction product. The product is: [CH2:28]([C:30]1[CH:35]=[CH:34][CH:33]=[CH:32][C:31]=1[NH:36][C:37]([NH:39][C:2]([NH:1][CH2:4][CH2:5][C:6]1[CH:11]=[CH:10][CH:9]=[C:8]([C:12]2[N:16]=[CH:15][N:14]([C:17]3[CH:22]=[CH:21][C:20]([O:23][C:24]([F:26])([F:25])[F:27])=[CH:19][CH:18]=3)[N:13]=2)[CH:7]=1)=[O:3])=[S:38])[CH3:29].